This data is from Reaction yield outcomes from USPTO patents with 853,638 reactions. The task is: Predict the reaction yield, written as a fraction of the theoretical maximum amount of product (1.0 means a 100% yield; for example, 0.34 means a 34% yield). (1) The reactants are [CH3:1][O:2][C:3]1[CH:17]=[C:16]([O:18][CH3:19])[CH:15]=[CH:14][C:4]=1[CH2:5][NH:6][C:7](=[O:13])[O:8][C:9]([CH3:12])([CH3:11])[CH3:10].C([Li])CCC.Cl[CH2:26][O:27][CH3:28]. The catalyst is C1COCC1. The product is [CH3:1][O:2][C:3]1[CH:17]=[C:16]([O:18][CH3:19])[CH:15]=[CH:14][C:4]=1[CH2:5][N:6]([CH2:26][O:27][CH3:28])[C:7](=[O:13])[O:8][C:9]([CH3:12])([CH3:11])[CH3:10]. The yield is 1.04. (2) The reactants are [Cl:1][C:2]1[CH:3]=[C:4]([C:20]2[C:21]([C:26]#[N:27])=[CH:22][CH:23]=[CH:24][CH:25]=2)[CH:5]=[CH:6][C:7]=1[CH2:8][C:9]1[C:14](=[O:15])[NH:13][C:12]([CH3:16])=[N:11][C:10]=1[CH2:17][CH2:18][CH3:19].[CH:28]([O:31][C:32]1[CH:37]=[CH:36][C:35](B(O)O)=[CH:34][CH:33]=1)([CH3:30])[CH3:29].C([N:43](CC)CC)C.N1C=CC=CC=1.[C:54]([O:57]CC)(=[O:56])C. The catalyst is ClCCl.C([O-])(=O)C.[Cu+2].C([O-])(=O)C. The product is [Cl:1][C:2]1[CH:3]=[C:4]([C:20]2[CH:25]=[CH:24][CH:23]=[CH:22][C:21]=2[C:26]2[NH:43][C:54](=[O:56])[O:57][N:27]=2)[CH:5]=[CH:6][C:7]=1[CH2:8][C:9]1[C:14](=[O:15])[N:13]([C:35]2[CH:36]=[CH:37][C:32]([O:31][CH:28]([CH3:30])[CH3:29])=[CH:33][CH:34]=2)[C:12]([CH3:16])=[N:11][C:10]=1[CH2:17][CH2:18][CH3:19]. The yield is 0.580. (3) The reactants are [Cl:1][C:2]1[CH:7]=[CH:6][CH:5]=[C:4]([F:8])[C:3]=1[C:9]1[C:13]([NH2:14])=[C:12]([C:15]2[C:16]([C:27]([F:30])([F:29])[F:28])=[N:17][N:18]([C:20]3[CH:25]=[CH:24][CH:23]=[C:22]([F:26])[CH:21]=3)[CH:19]=2)[O:11][N:10]=1.[C:31](O)(=[O:33])C. No catalyst specified. The product is [Cl:1][C:2]1[CH:7]=[CH:6][CH:5]=[C:4]([F:8])[C:3]=1[C:9]1[C:13]([NH:14][CH:31]=[O:33])=[C:12]([C:15]2[C:16]([C:27]([F:29])([F:30])[F:28])=[N:17][N:18]([C:20]3[CH:25]=[CH:24][CH:23]=[C:22]([F:26])[CH:21]=3)[CH:19]=2)[O:11][N:10]=1. The yield is 0.360. (4) The reactants are C([N:8]1[C:12]2[C:13](=[O:37])[N:14]([CH3:36])[CH:15]=[C:16]([C:17]3[CH:22]=[C:21]([S:23]([CH3:26])(=[O:25])=[O:24])[CH:20]=[CH:19][C:18]=3[O:27][C:28]3[CH:33]=[CH:32][C:31]([F:34])=[CH:30][C:29]=3[F:35])[C:11]=2[CH:10]=[C:9]1[C:38]([O:40][CH2:41][CH3:42])=[O:39])C1C=CC=CC=1.C1(OC)C=CC=CC=1.S(=O)(=O)(O)O.FC(F)(F)C(O)=O. No catalyst specified. The product is [F:35][C:29]1[CH:30]=[C:31]([F:34])[CH:32]=[CH:33][C:28]=1[O:27][C:18]1[CH:19]=[CH:20][C:21]([S:23]([CH3:26])(=[O:24])=[O:25])=[CH:22][C:17]=1[C:16]1[C:11]2[CH:10]=[C:9]([C:38]([O:40][CH2:41][CH3:42])=[O:39])[NH:8][C:12]=2[C:13](=[O:37])[N:14]([CH3:36])[CH:15]=1. The yield is 0.630. (5) The product is [Br:1][C:2]1[CH:3]=[C:4]2[C:8](=[C:9]([NH2:11])[CH:10]=1)[NH:7][C:6]([C:14]1[S:15][CH:16]([CH2:19][N:20]3[CH2:21][CH2:22][O:23][CH2:24][CH2:25]3)[CH2:17][N:18]=1)=[CH:5]2. The catalyst is [Fe].O. The yield is 0.220. The reactants are [Br:1][C:2]1[CH:3]=[C:4]2[C:8](=[C:9]([N+:11]([O-])=O)[CH:10]=1)[NH:7][C:6]([C:14]1[S:15][CH:16]([CH2:19][N:20]3[CH2:25][CH2:24][O:23][CH2:22][CH2:21]3)[CH2:17][N:18]=1)=[CH:5]2.[Cl-].[Ca+2].[Cl-].C(O)C.O1CCCC1. (6) The reactants are [CH2:1]([CH:3]([CH2:18][CH3:19])[C:4]([C:6]1[O:7][C:8]2[CH:15]=[CH:14][C:13]([O:16][CH3:17])=[CH:12][C:9]=2[C:10]=1[CH3:11])=O)[CH3:2].[NH2:20][C:21]1[CH:30]=[CH:29][C:24]([C:25]([O:27][CH3:28])=[O:26])=[CH:23][CH:22]=1.C(=O)([O-])O.[Na+].C([BH3-])#N.[Na+]. The catalyst is O1CCCC1.[Ti](Cl)(Cl)(Cl)Cl.C(O)(=O)C.C(Cl)Cl.C(N(CC)CC)C. The product is [CH2:1]([CH:3]([CH2:18][CH3:19])[CH:4]([NH:20][C:21]1[CH:22]=[CH:23][C:24]([C:25]([O:27][CH3:28])=[O:26])=[CH:29][CH:30]=1)[C:6]1[O:7][C:8]2[CH:15]=[CH:14][C:13]([O:16][CH3:17])=[CH:12][C:9]=2[C:10]=1[CH3:11])[CH3:2]. The yield is 0.590.